This data is from Forward reaction prediction with 1.9M reactions from USPTO patents (1976-2016). The task is: Predict the product of the given reaction. (1) Given the reactants [S:1]([OH:5])([OH:4])(=[O:3])=[O:2].[CH3:6][O:7][C:8](=[O:18])[CH2:9][N:10]1[CH:14]=[C:13]([CH2:15][CH2:16][NH2:17])[N:12]=[CH:11]1.[CH:19]1(O)[CH2:24][CH2:23]C[CH2:21][CH2:20]1, predict the reaction product. The product is: [S:1]([OH:5])([OH:4])(=[O:3])=[O:2].[CH:6]1([O:7][C:8](=[O:18])[CH2:9][N:10]2[CH:14]=[C:13]([CH2:15][CH2:16][NH2:17])[N:12]=[CH:11]2)[CH2:23][CH2:24][CH2:19][CH2:20][CH2:21]1. (2) Given the reactants [CH:1]1([C:5]2[N:6]=[C:7]([C:10](Cl)=[O:11])[S:8][CH:9]=2)[CH2:4][CH2:3][CH2:2]1.[C:13]([C:16]1[C:21]([NH:22]C(C2SC=C(C3CC3)N=2)=O)=[C:20]([Cl:33])[C:19]([O:34][CH3:35])=[CH:18][CH:17]=1)(=[O:15])[CH3:14], predict the reaction product. The product is: [C:13]([C:16]1[C:21]([NH:22][C:10]([C:7]2[S:8][CH:9]=[C:5]([CH:1]3[CH2:4][CH2:3][CH2:2]3)[N:6]=2)=[O:11])=[C:20]([Cl:33])[C:19]([O:34][CH3:35])=[CH:18][CH:17]=1)(=[O:15])[CH3:14]. (3) The product is: [F:21][C:22]1[CH:23]=[CH:24][C:25]([CH3:31])=[C:26]([CH:30]=1)[C:27]([NH:20][C:3]1[CH:4]=[CH:5][C:6]([N:8]2[CH2:12][CH2:11][C@H:10]([CH2:13][N:14]3[CH2:18][CH2:17][CH2:16][C@@H:15]3[CH3:19])[CH2:9]2)=[CH:7][C:2]=1[CH3:1])=[O:28]. Given the reactants [CH3:1][C:2]1[CH:7]=[C:6]([N:8]2[CH2:12][CH2:11][C@H:10]([CH2:13][N:14]3[CH2:18][CH2:17][CH2:16][C@@H:15]3[CH3:19])[CH2:9]2)[CH:5]=[CH:4][C:3]=1[NH2:20].[F:21][C:22]1[CH:23]=[CH:24][C:25]([CH3:31])=[C:26]([CH:30]=1)[C:27](Cl)=[O:28].CO.NCCNCCN, predict the reaction product. (4) Given the reactants [F:1][C:2]1[CH:10]=[CH:9][C:5]([CH2:6][NH:7][CH3:8])=[CH:4][CH:3]=1.Cl[C:12]1[NH:13][C:14](=[O:27])[C:15]2[N:20]([CH3:21])[N:19]=[C:18]([CH:22]3[CH2:26][CH2:25][CH2:24][CH2:23]3)[C:16]=2[N:17]=1, predict the reaction product. The product is: [CH:22]1([C:18]2[C:16]3[N:17]=[C:12]([N:7]([CH2:6][C:5]4[CH:9]=[CH:10][C:2]([F:1])=[CH:3][CH:4]=4)[CH3:8])[NH:13][C:14](=[O:27])[C:15]=3[N:20]([CH3:21])[N:19]=2)[CH2:26][CH2:25][CH2:24][CH2:23]1. (5) Given the reactants [Br:1][C:2]1[CH:10]=[CH:9][C:5]([C:6]([OH:8])=[O:7])=[C:4](F)[CH:3]=1.[CH2:12]([Mg]Br)[CH:13]([CH3:15])[CH3:14].[CH2:18](OCC)C, predict the reaction product. The product is: [Br:1][C:2]1[CH:10]=[CH:9][C:5]([C:6]([O:8][CH3:18])=[O:7])=[C:4]([CH2:12][CH:13]([CH3:15])[CH3:14])[CH:3]=1. (6) Given the reactants [NH2:1][CH2:2][C@@H:3]([OH:20])[CH2:4][N:5]1[C:11]2[CH:12]=[CH:13][CH:14]=[CH:15][C:10]=2[CH2:9][CH2:8][C:7]2[CH:16]=[CH:17][CH:18]=[CH:19][C:6]1=2.C(N(CC)CC)C.[F:28][C:29]([F:42])([F:41])[O:30][C:31]1[CH:36]=[CH:35][C:34]([S:37](Cl)(=[O:39])=[O:38])=[CH:33][CH:32]=1.[Na+].[Cl-], predict the reaction product. The product is: [CH:15]1[C:10]2[CH2:9][CH2:8][C:7]3[CH:16]=[CH:17][CH:18]=[CH:19][C:6]=3[N:5]([CH2:4][C@H:3]([OH:20])[CH2:2][NH:1][S:37]([C:34]3[CH:33]=[CH:32][C:31]([O:30][C:29]([F:28])([F:41])[F:42])=[CH:36][CH:35]=3)(=[O:39])=[O:38])[C:11]=2[CH:12]=[CH:13][CH:14]=1.